From a dataset of NCI-60 drug combinations with 297,098 pairs across 59 cell lines. Regression. Given two drug SMILES strings and cell line genomic features, predict the synergy score measuring deviation from expected non-interaction effect. (1) Drug 1: CC1CCC2CC(C(=CC=CC=CC(CC(C(=O)C(C(C(=CC(C(=O)CC(OC(=O)C3CCCCN3C(=O)C(=O)C1(O2)O)C(C)CC4CCC(C(C4)OC)O)C)C)O)OC)C)C)C)OC. Drug 2: CC(C)(C#N)C1=CC(=CC(=C1)CN2C=NC=N2)C(C)(C)C#N. Cell line: HOP-62. Synergy scores: CSS=-2.37, Synergy_ZIP=2.62, Synergy_Bliss=2.32, Synergy_Loewe=0.0974, Synergy_HSA=-0.301. (2) Drug 1: C1=CC=C(C=C1)NC(=O)CCCCCCC(=O)NO. Drug 2: C1CC(=O)NC(=O)C1N2C(=O)C3=CC=CC=C3C2=O. Cell line: T-47D. Synergy scores: CSS=-0.323, Synergy_ZIP=-0.414, Synergy_Bliss=-6.74, Synergy_Loewe=-12.9, Synergy_HSA=-10.3. (3) Drug 1: C1CCN(CC1)CCOC2=CC=C(C=C2)C(=O)C3=C(SC4=C3C=CC(=C4)O)C5=CC=C(C=C5)O. Drug 2: CN(C(=O)NC(C=O)C(C(C(CO)O)O)O)N=O. Cell line: SN12C. Synergy scores: CSS=-1.80, Synergy_ZIP=1.75, Synergy_Bliss=-0.806, Synergy_Loewe=-5.23, Synergy_HSA=-4.03.